From a dataset of Reaction yield outcomes from USPTO patents with 853,638 reactions. Predict the reaction yield, written as a fraction of the theoretical maximum amount of product (1.0 means a 100% yield; for example, 0.34 means a 34% yield). (1) The product is [CH3:1][CH:2]1[CH2:6][CH:5]([CH2:7][N:8]2[C:16]3[C:11](=[CH:12][C:13]([C:17]4[CH:21]=[N:20][NH:19][CH:18]=4)=[CH:14][CH:15]=3)[CH:10]=[C:9]2[CH3:28])[CH2:4][N:3]1[C:29](=[O:38])[CH2:30][CH2:31][C:32]1[CH:33]=[CH:34][CH:35]=[CH:36][CH:37]=1. The catalyst is CO.ClCCl. The yield is 0.480. The reactants are [CH3:1][CH:2]1[CH2:6][CH:5]([CH2:7][N:8]2[C:16]3[C:11](=[CH:12][C:13]([C:17]4[CH:18]=[N:19][N:20](C5CCCCO5)[CH:21]=4)=[CH:14][CH:15]=3)[CH:10]=[C:9]2[CH3:28])[CH2:4][N:3]1[C:29](=[O:38])[CH2:30][CH2:31][C:32]1[CH:37]=[CH:36][CH:35]=[CH:34][CH:33]=1.C1(C)C=CC(S(O)(=O)=O)=CC=1.C(=O)(O)[O-].[Na+]. (2) The catalyst is CN(C=O)C.CCOC(C)=O.O. The yield is 0.340. The product is [S:3]1[C:4]2[CH:10]=[CH:9][CH:8]=[CH:7][C:5]=2[N:6]=[C:2]1[N:14]1[CH:15]2[CH2:18][CH2:19][N:11]([CH2:17][CH2:16]2)[CH2:12][CH2:13]1. The reactants are Cl[C:2]1[S:3][C:4]2[CH:10]=[CH:9][CH:8]=[CH:7][C:5]=2[N:6]=1.[N:11]12[CH2:19][CH2:18][CH:15]([CH2:16][CH2:17]1)[NH:14][CH2:13][CH2:12]2.CCN(CC)CC. (3) The reactants are [CH2:1]([O:8][C:9](=[O:23])[NH:10][CH2:11][CH2:12][O:13][C:14]1[CH:19]=[CH:18][C:17]([C:20](=[O:22])[NH2:21])=[CH:16][CH:15]=1)[C:2]1[CH:7]=[CH:6][CH:5]=[CH:4][CH:3]=1.Br[CH2:25][C:26](OC)(OC)[CH3:27]. The catalyst is O. The product is [CH2:1]([O:8][C:9](=[O:23])[NH:10][CH2:11][CH2:12][O:13][C:14]1[CH:15]=[CH:16][C:17]([C:20]2[O:22][CH:25]=[C:26]([CH3:27])[N:21]=2)=[CH:18][CH:19]=1)[C:2]1[CH:7]=[CH:6][CH:5]=[CH:4][CH:3]=1. The yield is 0.470. (4) The reactants are FC1(F)C2C(=CC=CC=2[C@@H](O[C@]23CCC[C@@]2(CC=C)CCO3)C(F)(F)F)NC1=O.[F:30][C:31]1([F:56])[C:39]2[C:34](=[CH:35][CH:36]=[C:37]([F:54])[C:38]=2[CH:40]([O:42][C@]23CCC[C@@]2(CC=C)CCO3)[CH3:41])[NH:33][C:32]1=[O:55]. No catalyst specified. The product is [F:56][C:31]1([F:30])[C:39]2[C:34](=[CH:35][CH:36]=[C:37]([F:54])[C:38]=2[CH:40]([OH:42])[CH3:41])[NH:33][C:32]1=[O:55]. The yield is 0.740. (5) The reactants are Cl[C:2]1[C:7]([N+:8]([O-:10])=[O:9])=[CH:6][CH:5]=[CH:4][N:3]=1.[CH3:11][C:12]1[CH:13]=[CH:14][CH:15]=[CH:16][C:17]=1[NH2:18].CCN(CC)CC. The catalyst is CN(C=O)C. The product is [N+:8]([C:7]1[C:2]([NH:18][C:17]2[CH:16]=[CH:15][CH:14]=[CH:13][C:12]=2[CH3:11])=[N:3][CH:4]=[CH:5][CH:6]=1)([O-:10])=[O:9]. The yield is 0.660. (6) The reactants are C(OC(=O)[NH:7][C@H:8]1[CH2:11][C@H:10]([N:12]2[C:16]3=[N:17][CH:18]=[CH:19][N:20]=[C:15]3[N:14]([CH:21]3[CH2:23][CH2:22]3)[C:13]2=[O:24])[CH2:9]1)(C)(C)C.[ClH:26].O1CCOCC1. The catalyst is CO. The product is [ClH:26].[NH2:7][C@H:8]1[CH2:11][C@H:10]([N:12]2[C:16]3=[N:17][CH:18]=[CH:19][N:20]=[C:15]3[N:14]([CH:21]3[CH2:22][CH2:23]3)[C:13]2=[O:24])[CH2:9]1. The yield is 0.656. (7) The reactants are Br[C:2]1[CH:25]=[CH:24][C:5]([O:6][C:7]2[C:8]3[CH:22]=[CH:21][C:20]([OH:23])=[CH:19][C:9]=3[S:10][C:11]=2[C:12]2[CH:17]=[CH:16][C:15]([OH:18])=[CH:14][CH:13]=2)=[CH:4][CH:3]=1.C(N(CC)CC)C.[CH:33]([C:35]1[N:36]=[CH:37][N:38]([CH3:40])[CH:39]=1)=[CH2:34]. The catalyst is CN(C=O)C.Cl[Pd](Cl)([P](C1C=CC=CC=1)(C1C=CC=CC=1)C1C=CC=CC=1)[P](C1C=CC=CC=1)(C1C=CC=CC=1)C1C=CC=CC=1. The product is [OH:18][C:15]1[CH:16]=[CH:17][C:12]([C:11]2[S:10][C:9]3[CH:19]=[C:20]([OH:23])[CH:21]=[CH:22][C:8]=3[C:7]=2[O:6][C:5]2[CH:24]=[CH:25][C:2](/[CH:34]=[CH:33]/[C:35]3[N:36]=[CH:37][N:38]([CH3:40])[CH:39]=3)=[CH:3][CH:4]=2)=[CH:13][CH:14]=1. The yield is 0.582.